This data is from Reaction yield outcomes from USPTO patents with 853,638 reactions. The task is: Predict the reaction yield, written as a fraction of the theoretical maximum amount of product (1.0 means a 100% yield; for example, 0.34 means a 34% yield). The reactants are C(O[C:6]([NH:8][C:9]1[N:10]=[C:11]([C:15]([O:17][CH3:18])=[O:16])[N:12]([CH3:14])[CH:13]=1)=[O:7])(C)(C)C.Cl.[C:20]([O:24][C:25]([NH:27][C:28]1[CH:29]=[C:30](C(O)=O)[N:31]([CH3:33])[CH:32]=1)=[O:26])([CH3:23])([CH3:22])[CH3:21].C(Cl)CCl.CCN(C(C)C)C(C)C. The catalyst is C(O)C.C1(C)C=CC=CC=1.CC(N(C)C)=O. The product is [C:20]([O:24][C:25]([NH:27][C:28]1[CH:29]=[C:30]([C:6]([NH:8][C:9]2[N:10]=[C:11]([C:15]([O:17][CH3:18])=[O:16])[N:12]([CH3:14])[CH:13]=2)=[O:7])[N:31]([CH3:33])[CH:32]=1)=[O:26])([CH3:23])([CH3:22])[CH3:21]. The yield is 0.730.